Dataset: Forward reaction prediction with 1.9M reactions from USPTO patents (1976-2016). Task: Predict the product of the given reaction. (1) Given the reactants [Cl:1][C:2]1[CH:10]=[CH:9][C:5]([C:6](Cl)=[O:7])=[CH:4][N:3]=1.[NH2:11][C:12]1[CH:21]=[CH:20][C:19]([Cl:22])=[CH:18][C:13]=1[C:14]([O:16][CH3:17])=[O:15], predict the reaction product. The product is: [Cl:1][C:2]1[N:3]=[CH:4][C:5]([C:6]([NH:11][C:12]2[CH:21]=[CH:20][C:19]([Cl:22])=[CH:18][C:13]=2[C:14]([O:16][CH3:17])=[O:15])=[O:7])=[CH:9][CH:10]=1. (2) Given the reactants [BH4-].[Na+].[Cl:3][C:4]1[C:5]([F:25])=[C:6]([NH:10][C:11]2[C:20]3[C:15](=[CH:16][C:17]([O:23][CH3:24])=[C:18]([CH:21]=[O:22])[CH:19]=3)[N:14]=[CH:13][N:12]=2)[CH:7]=[CH:8][CH:9]=1, predict the reaction product. The product is: [Cl:3][C:4]1[C:5]([F:25])=[C:6]([NH:10][C:11]2[C:20]3[C:15](=[CH:16][C:17]([O:23][CH3:24])=[C:18]([CH2:21][OH:22])[CH:19]=3)[N:14]=[CH:13][N:12]=2)[CH:7]=[CH:8][CH:9]=1. (3) Given the reactants [O:1]1[C:6]2[CH:7]=[CH:8][C:9]([C:11]3[N:12]=[C:13]4[CH:18]=[CH:17][CH:16]=[CH:15][N:14]4[CH:19]=3)=[CH:10][C:5]=2[CH2:4][CH2:3][CH2:2]1.[C:20]([O:24][CH2:25][CH3:26])(=[O:23])[CH:21]=[O:22].C1(C)C=CC=CC=1.C1(C)C=CC(S(O)(=O)=O)=CC=1, predict the reaction product. The product is: [O:1]1[C:6]2[CH:7]=[CH:8][C:9]([C:11]3[N:12]=[C:13]4[CH:18]=[CH:17][CH:16]=[CH:15][N:14]4[C:19]=3[CH:21]([OH:22])[C:20]([O:24][CH2:25][CH3:26])=[O:23])=[CH:10][C:5]=2[CH2:4][CH2:3][CH2:2]1. (4) Given the reactants Br[C:2]1[C:3]([N:22]([CH2:24][CH2:25][OH:26])[CH3:23])=[N:4][CH:5]=[C:6]([CH:21]=1)[C:7]([NH:9][C:10]1[CH:15]=[CH:14][C:13]([S:16][C:17]([F:20])([F:19])[F:18])=[CH:12][CH:11]=1)=[O:8].[F:27][C:28]1[CH:29]=[N:30][CH:31]=[C:32](B2OC(C)(C)C(C)(C)O2)[CH:33]=1, predict the reaction product. The product is: [F:27][C:28]1[CH:33]=[C:32]([C:2]2[C:3]([N:22]([CH2:24][CH2:25][OH:26])[CH3:23])=[N:4][CH:5]=[C:6]([C:7]([NH:9][C:10]3[CH:15]=[CH:14][C:13]([S:16][C:17]([F:20])([F:19])[F:18])=[CH:12][CH:11]=3)=[O:8])[CH:21]=2)[CH:31]=[N:30][CH:29]=1.